The task is: Predict which catalyst facilitates the given reaction.. This data is from Catalyst prediction with 721,799 reactions and 888 catalyst types from USPTO. (1) Reactant: [C:1]([C:4]1[C:12]2[C:7](=[CH:8][CH:9]=[C:10]([O:13][C:14]3[N:19]=[CH:18][C:17]([Br:20])=[CH:16][N:15]=3)[CH:11]=2)[N:6]([CH2:21][C:22]([OH:24])=O)[CH:5]=1)(=[O:3])[CH3:2].Cl.[Cl:26][C:27]1[CH:32]=[CH:31][CH:30]=[CH:29][C:28]=1[C:33]1[CH:38]=[CH:37][CH:36]=[C:35]([NH:39][C:40]([C@@H:42]2[CH2:46][C@@H:45]([F:47])[CH2:44][NH:43]2)=[O:41])[C:34]=1[F:48].CN(C(ON1N=NC2C=CC=NC1=2)=[N+](C)C)C.F[P-](F)(F)(F)(F)F.CCN(C(C)C)C(C)C. Product: [C:1]([C:4]1[C:12]2[C:7](=[CH:8][CH:9]=[C:10]([O:13][C:14]3[N:15]=[CH:16][C:17]([Br:20])=[CH:18][N:19]=3)[CH:11]=2)[N:6]([CH2:21][C:22]([N:43]2[CH2:44][C@H:45]([F:47])[CH2:46][C@H:42]2[C:40]([NH:39][C:35]2[C:34]([F:48])=[C:33]([C:28]3[CH:29]=[CH:30][CH:31]=[CH:32][C:27]=3[Cl:26])[CH:38]=[CH:37][CH:36]=2)=[O:41])=[O:24])[CH:5]=1)(=[O:3])[CH3:2]. The catalyst class is: 18. (2) Reactant: [OH:1][C:2]1[CH:3]=[C:4]2[C:9](=[CH:10][CH:11]=1)[CH2:8][CH:7]([C:12]([OH:14])=[O:13])[CH2:6][CH2:5]2.OS(O)(=O)=O.[CH3:20]O. Product: [OH:1][C:2]1[CH:3]=[C:4]2[C:9](=[CH:10][CH:11]=1)[CH2:8][CH:7]([C:12]([O:14][CH3:20])=[O:13])[CH2:6][CH2:5]2. The catalyst class is: 25. (3) Reactant: [NH2:1][CH2:2][CH2:3][C:4]1[CH:5]=[C:6]([C:9]([O:11][CH2:12][CH3:13])=[O:10])[NH:7][CH:8]=1.N1C(C)=C[CH:17]=[CH:16][C:15]=1[CH3:21].BrCCCCBr. Product: [N:1]1([CH2:2][CH2:3][C:4]2[CH:5]=[C:6]([C:9]([O:11][CH2:12][CH3:13])=[O:10])[NH:7][CH:8]=2)[CH2:17][CH2:16][CH2:15][CH2:21]1. The catalyst class is: 39. (4) Reactant: [Cl:1][CH2:2][C:3]1[N:12]=[C:11](N(C2C=CC(OC)=CC=2)C)[C:10]2[C:5](=[CH:6][CH:7]=[CH:8][CH:9]=2)[N:4]=1.[Cl:23]CC1NC(=O)C2C(=CC=CC=2)N=1.P(Cl)(Cl)(Cl)=O.CN(C)C1C=CC=CC=1. Product: [Cl:23][C:11]1[C:10]2[C:5](=[CH:6][CH:7]=[CH:8][CH:9]=2)[N:4]=[C:3]([CH2:2][Cl:1])[N:12]=1. The catalyst class is: 22.